This data is from Full USPTO retrosynthesis dataset with 1.9M reactions from patents (1976-2016). The task is: Predict the reactants needed to synthesize the given product. (1) Given the product [CH:26]1([CH2:25][O:24][C:3]2[CH:4]=[C:5]([CH:22]=[CH:23][C:2]=2[C:32]#[C:31][CH:30]([CH3:33])[CH3:29])[C:6]([NH:8][S:9]([C:12]2[CH:17]=[CH:16][CH:15]=[CH:14][C:13]=2[S:18](=[O:21])(=[O:20])[NH2:19])(=[O:11])=[O:10])=[O:7])[CH2:28][CH2:27]1, predict the reactants needed to synthesize it. The reactants are: Br[C:2]1[CH:23]=[CH:22][C:5]([C:6]([NH:8][S:9]([C:12]2[CH:17]=[CH:16][CH:15]=[CH:14][C:13]=2[S:18](=[O:21])(=[O:20])[NH2:19])(=[O:11])=[O:10])=[O:7])=[CH:4][C:3]=1[O:24][CH2:25][CH:26]1[CH2:28][CH2:27]1.[CH3:29][CH:30]([CH3:33])[C:31]#[CH:32]. (2) Given the product [Cl:1][C:2]1[CH:3]=[C:4]([CH:26]=[CH:27][C:28]=1[F:29])[CH2:5][N:6]1[CH2:15][CH2:14][C:13]2[C:8](=[C:9]([O:23][CH3:24])[C:10](=[O:22])[N:11]([CH3:21])[C:12]=2[N:16]([CH3:33])[S:17]([CH3:20])(=[O:18])=[O:19])[C:7]1=[O:25], predict the reactants needed to synthesize it. The reactants are: [Cl:1][C:2]1[CH:3]=[C:4]([CH:26]=[CH:27][C:28]=1[F:29])[CH2:5][N:6]1[CH2:15][CH2:14][C:13]2[C:8](=[C:9]([O:23][CH3:24])[C:10](=[O:22])[N:11]([CH3:21])[C:12]=2[NH:16][S:17]([CH3:20])(=[O:19])=[O:18])[C:7]1=[O:25].[H-].[Na+].I[CH3:33].